From a dataset of Human liver microsome stability data. Regression/Classification. Given a drug SMILES string, predict its absorption, distribution, metabolism, or excretion properties. Task type varies by dataset: regression for continuous measurements (e.g., permeability, clearance, half-life) or binary classification for categorical outcomes (e.g., BBB penetration, CYP inhibition). Dataset: hlm. (1) The drug is O=C(NC1CCN(c2ncnc3c2nc(-c2ccccc2Cl)n3-c2ccc(Cl)cc2)CC1)NC1CCC(F)(F)CC1. The result is 0 (unstable in human liver microsomes). (2) The molecule is COc1ccc(-c2ccc(Cl)c(C(=O)NCC3(O)CCCCCC3)c2)nn1. The result is 0 (unstable in human liver microsomes). (3) The compound is CS(=O)(=O)c1cc(F)cc(-c2cc(N3CC(N)C(c4cc(F)c(F)cc4F)C3)ncn2)c1. The result is 0 (unstable in human liver microsomes). (4) The molecule is COc1ccc(S(=O)(=O)Nc2cc(C(=O)O)ccc2F)c2ccccc12. The result is 0 (unstable in human liver microsomes).